This data is from Forward reaction prediction with 1.9M reactions from USPTO patents (1976-2016). The task is: Predict the product of the given reaction. (1) Given the reactants Br.COC1C=CC(C[NH:9][C:10]2[C:19]3[C:14](=[CH:15][CH:16]=[CH:17][N:18]=3)[N:13]=[CH:12][CH:11]=2)=CC=1.C([O-])(O)=O.[Na+], predict the reaction product. The product is: [NH3:9].[N:13]1[C:14]2[C:19](=[N:18][CH:17]=[CH:16][CH:15]=2)[C:10]([NH2:9])=[CH:11][CH:12]=1. (2) Given the reactants C([C@@H]1C[C@H](C2C=CC=C(Cl)C=2)[C@@H:7]([C:17]2[CH:22]=[CH:21][C:20]([Cl:23])=[CH:19][CH:18]=2)[N:6]([C@@H:24]([CH2:32][CH3:33])[C:25]([O:27][C:28]([CH3:31])([CH3:30])[CH3:29])=[O:26])C1=O)C=C.[C:35](#N)[CH3:36].I([O-])(=O)(=O)=O.[Na+].[C:44]([OH:56])(=[O:55])[CH2:45][C:46]([CH2:51][C:52](O)=O)([C:48]([OH:50])=O)O, predict the reaction product. The product is: [C:28]([O:27][C:25](=[O:26])[C@@H:24]([N:6]1[C@H:7]([C:17]2[CH:18]=[CH:19][C:20]([Cl:23])=[CH:21][CH:22]=2)[C@@H:52]([C:36]2[CH:35]=[CH:18][CH:19]=[C:20]([Cl:23])[CH:21]=2)[CH2:51][C@H:46]([CH2:45][C:44]([OH:56])=[O:55])[C:48]1=[O:50])[CH2:32][CH3:33])([CH3:29])([CH3:30])[CH3:31]. (3) Given the reactants O[CH:2]([CH:13](O)[CH2:14][CH:15](O)[CH2:16][CH2:17][CH2:18][CH2:19]CC)[CH2:3][CH2:4][CH2:5][CH2:6][CH2:7][CH2:8][CH2:9][C:10]([OH:12])=[O:11].[OH:24]C(O)(CCCCCCCCCCCCCC)C(O)(O)C(O)(O)C(O)=O.OC(O)(CCCCCCCCCCCCC)C(O)(O)C(O)(O)C(O)(O)C(O)=O, predict the reaction product. The product is: [OH:24][CH2:19][CH2:18][CH2:17][CH2:16][CH2:15][CH2:14][CH2:13][CH2:2][CH2:3][CH:4]=[CH:5][CH2:6][CH2:7][CH2:8][CH2:9][C:10]([OH:12])=[O:11]. (4) The product is: [NH2:1][C:2]1[CH:7]=[CH:6][CH:5]=[CH:4][C:3]=1[NH:8][C:9](=[O:28])[C:10]1[CH:15]=[CH:14][C:13]([CH2:16][N:17]2[CH2:25][C:24]3[C:19](=[CH:20][CH:21]=[C:22]([C:34]4[CH:33]=[CH:32][C:31]([O:30][CH3:29])=[C:36]([O:37][CH3:38])[CH:35]=4)[CH:23]=3)[C:18]2=[O:27])=[CH:12][CH:11]=1. Given the reactants [NH2:1][C:2]1[CH:7]=[CH:6][CH:5]=[CH:4][C:3]=1[NH:8][C:9](=[O:28])[C:10]1[CH:15]=[CH:14][C:13]([CH2:16][N:17]2[CH2:25][C:24]3[C:19](=[CH:20][CH:21]=[C:22](Br)[CH:23]=3)[C:18]2=[O:27])=[CH:12][CH:11]=1.[CH3:29][O:30][C:31]1[CH:32]=[C:33](B(O)O)[CH:34]=[CH:35][C:36]=1[O:37][CH3:38], predict the reaction product. (5) Given the reactants [CH2:1]([N:3]([CH2:14][CH2:15][NH:16][C:17]([C:19]1[N:20]=[C:21]2[CH:26]=[CH:25][C:24]([I:27])=[CH:23][N:22]2[CH:28]=1)=[O:18])[CH2:4][CH2:5][O:6][C:7]1[C:8]([F:13])=[N:9][CH:10]=[CH:11][CH:12]=1)[CH3:2].[ClH:29].Cl.C(N(CCNC(C1C=NC2C(=CC=C(I)C=2)N=1)=O)CCOC1C(F)=NC=CC=1)C, predict the reaction product. The product is: [ClH:29].[ClH:29].[CH2:1]([N:3]([CH2:14][CH2:15][NH:16][C:17]([C:19]1[N:20]=[C:21]2[CH:26]=[CH:25][C:24]([I:27])=[CH:23][N:22]2[CH:28]=1)=[O:18])[CH2:4][CH2:5][O:6][C:7]1[C:8]([F:13])=[N:9][CH:10]=[CH:11][CH:12]=1)[CH3:2]. (6) Given the reactants [Br:1][C:2]1[CH:3]=[C:4]2[C:9](=[CH:10][CH:11]=1)[C:8](=[O:12])[N:7]([CH2:13][C:14]1[CH:19]=[CH:18][C:17]([S:20]([CH3:23])(=[O:22])=[O:21])=[CH:16][CH:15]=1)[C:6]([CH:24]=[O:25])=[C:5]2[C:26]1[CH:31]=[CH:30][CH:29]=[CH:28][CH:27]=1.[CH2:32]([Mg]Cl)[CH3:33].O, predict the reaction product. The product is: [Br:1][C:2]1[CH:3]=[C:4]2[C:9](=[CH:10][CH:11]=1)[C:8](=[O:12])[N:7]([CH2:13][C:14]1[CH:15]=[CH:16][C:17]([S:20]([CH3:23])(=[O:21])=[O:22])=[CH:18][CH:19]=1)[C:6]([CH:24]([OH:25])[CH2:32][CH3:33])=[C:5]2[C:26]1[CH:27]=[CH:28][CH:29]=[CH:30][CH:31]=1.